The task is: Predict the reactants needed to synthesize the given product.. This data is from Full USPTO retrosynthesis dataset with 1.9M reactions from patents (1976-2016). Given the product [C:11]([O:1][CH:2]([CH2:9][CH3:10])[CH:3]([N+:6]([O-:8])=[O:7])[CH2:4][CH3:5])(=[O:13])[CH3:12], predict the reactants needed to synthesize it. The reactants are: [OH:1][CH:2]([CH2:9][CH3:10])[CH:3]([N+:6]([O-:8])=[O:7])[CH2:4][CH3:5].[C:11](OC(=O)C)(=[O:13])[CH3:12].